Dataset: Full USPTO retrosynthesis dataset with 1.9M reactions from patents (1976-2016). Task: Predict the reactants needed to synthesize the given product. (1) The reactants are: CS([C:4]1[N:9]=[CH:8][N:7]=[C:6]([C:10]2[CH:14]=[N:13][N:12]([CH3:15])[C:11]=2[NH:16][C:17]2[CH:18]=[C:19]([NH:24][C:25](=[O:36])[C:26]3[CH:31]=[CH:30][CH:29]=[C:28]([C:32]([F:35])([F:34])[F:33])[CH:27]=3)[CH:20]=[CH:21][C:22]=2[CH3:23])[CH:5]=1)=O.[N:37]1([CH2:43][CH2:44][NH2:45])[CH2:42][CH2:41][O:40][CH2:39][CH2:38]1. Given the product [CH3:23][C:22]1[CH:21]=[CH:20][C:19]([NH:24][C:25](=[O:36])[C:26]2[CH:31]=[CH:30][CH:29]=[C:28]([C:32]([F:35])([F:34])[F:33])[CH:27]=2)=[CH:18][C:17]=1[NH:16][C:11]1[N:12]([CH3:15])[N:13]=[CH:14][C:10]=1[C:6]1[CH:5]=[C:4]([NH:45][CH2:44][CH2:43][N:37]2[CH2:42][CH2:41][O:40][CH2:39][CH2:38]2)[N:9]=[CH:8][N:7]=1, predict the reactants needed to synthesize it. (2) The reactants are: [C:1]([O:5][C:6](=[O:28])[CH2:7][C@H:8]([C:18]1[O:22][N:21]=[C:20]([C:23]([O:25]CC)=O)[N:19]=1)[CH2:9][CH2:10][CH2:11][CH:12]1[CH2:17][CH2:16][CH2:15][CH2:14][CH2:13]1)([CH3:4])([CH3:3])[CH3:2].[CH3:29][N:30]1[CH2:35][CH2:34][NH:33][CH2:32][CH2:31]1. Given the product [CH:12]1([CH2:11][CH2:10][CH2:9][C@@H:8]([C:18]2[O:22][N:21]=[C:20]([C:23]([N:33]3[CH2:34][CH2:35][N:30]([CH3:29])[CH2:31][CH2:32]3)=[O:25])[N:19]=2)[CH2:7][C:6]([O:5][C:1]([CH3:4])([CH3:2])[CH3:3])=[O:28])[CH2:17][CH2:16][CH2:15][CH2:14][CH2:13]1, predict the reactants needed to synthesize it. (3) Given the product [Cl:26][C:22]1[CH:21]=[C:20]2[C:25](=[CH:24][CH:23]=1)[N:17]([C:15]([C:14]1[C:9]([NH:8][C:28]3[CH:33]=[CH:32][CH:31]=[CH:30][CH:29]=3)=[N:10][CH:11]=[CH:12][CH:13]=1)=[O:16])[CH2:18][CH2:19]2, predict the reactants needed to synthesize it. The reactants are: C([NH:8][C:9]1[C:14]([C:15]([N:17]2[C:25]3[C:20](=[CH:21][C:22]([Cl:26])=[CH:23][CH:24]=3)[CH2:19][CH2:18]2)=[O:16])=[CH:13][CH:12]=[CH:11][N:10]=1)C1C=CC=CC=1.C(N)[C:28]1[CH:33]=[CH:32][CH:31]=[CH:30][CH:29]=1.NC1C=CC=CC=1. (4) Given the product [Cl:1][C:2]1[N:7]=[N:6][C:5]([C:8]([NH2:25])=[O:9])=[C:4]([NH:13][C:14]2[CH:19]=[CH:18][CH:17]=[C:16]([O:20][CH2:21][CH3:22])[N:15]=2)[CH:3]=1, predict the reactants needed to synthesize it. The reactants are: [Cl:1][C:2]1[N:7]=[N:6][C:5]([C:8](OCC)=[O:9])=[C:4]([NH:13][C:14]2[CH:19]=[CH:18][CH:17]=[C:16]([O:20][CH2:21][CH3:22])[N:15]=2)[CH:3]=1.CO.[NH3:25]. (5) Given the product [F:38][C:32]1[CH:33]=[CH:34][CH:35]=[C:36]([F:37])[C:31]=1[C:30]([NH:29][C:25]1[CH:26]=[CH:27][CH:28]=[C:23]([C:9]2[N:10]=[C:11]([NH:13][CH2:14][CH2:15][CH2:16][N:17]3[CH2:22][CH2:21][O:20][CH2:19][CH2:18]3)[S:12][C:8]=2[C:6]2[CH:5]=[CH:4][N:3]=[C:2]([NH:47][C:43]3[CH:44]=[CH:45][CH:46]=[C:41]([F:40])[CH:42]=3)[N:7]=2)[CH:24]=1)=[O:39], predict the reactants needed to synthesize it. The reactants are: Cl[C:2]1[N:7]=[C:6]([C:8]2[S:12][C:11]([NH:13][CH2:14][CH2:15][CH2:16][N:17]3[CH2:22][CH2:21][O:20][CH2:19][CH2:18]3)=[N:10][C:9]=2[C:23]2[CH:24]=[C:25]([NH:29][C:30](=[O:39])[C:31]3[C:36]([F:37])=[CH:35][CH:34]=[CH:33][C:32]=3[F:38])[CH:26]=[CH:27][CH:28]=2)[CH:5]=[CH:4][N:3]=1.[F:40][C:41]1[CH:42]=[C:43]([NH2:47])[CH:44]=[CH:45][CH:46]=1. (6) Given the product [C:30]([CH:19]([NH:18][C:7]1[C:6]([C:4]([OH:5])=[O:3])=[CH:15][C:14]2[C:9](=[C:10]([CH3:17])[CH:11]=[C:12]([Cl:16])[CH:13]=2)[N:8]=1)[CH2:20][C:21]1[C:29]2[C:24](=[CH:25][CH:26]=[CH:27][CH:28]=2)[NH:23][CH:22]=1)([OH:32])=[O:31], predict the reactants needed to synthesize it. The reactants are: C([O:3][C:4]([C:6]1[C:7]([NH:18][CH:19]([C:30]([OH:32])=[O:31])[CH2:20][C:21]2[C:29]3[C:24](=[CH:25][CH:26]=[CH:27][CH:28]=3)[NH:23][CH:22]=2)=[N:8][C:9]2[C:14]([CH:15]=1)=[CH:13][C:12]([Cl:16])=[CH:11][C:10]=2[CH3:17])=[O:5])C.[OH-].[Na+]. (7) Given the product [CH3:45][C:41]1[CH:42]=[CH:43][CH:44]=[C:2]([CH3:1])[C:3]=1[O:4][C:5]1[CH:10]=[CH:9][C:8]([S:11]([CH3:14])(=[O:12])=[O:13])=[CH:7][C:6]=1[C:15]1[C:16]2[CH:25]=[C:24]([C:26]([OH:28])=[O:27])[NH:23][C:17]=2[C:18](=[O:22])[N:19]([CH3:21])[CH:20]=1, predict the reactants needed to synthesize it. The reactants are: [CH3:1][C:2]1[CH:44]=[CH:43][CH:42]=[C:41]([CH3:45])[C:3]=1[O:4][C:5]1[CH:10]=[CH:9][C:8]([S:11]([CH3:14])(=[O:13])=[O:12])=[CH:7][C:6]=1[C:15]1[C:16]2[CH:25]=[C:24]([C:26]([O:28]CC)=[O:27])[N:23](S(C3C=CC(C)=CC=3)(=O)=O)[C:17]=2[C:18](=[O:22])[N:19]([CH3:21])[CH:20]=1.[OH-].[Li+].O.Cl. (8) Given the product [Cl:14][CH2:13][CH2:12][CH2:11][N:10]1[C:3]2[C:2]([NH:19][C:18]3[CH:20]=[CH:21][C:22]([O:23][C:24]4[CH:29]=[CH:28][CH:27]=[C:26]([C:30]([F:31])([F:32])[F:33])[CH:25]=4)=[C:16]([Cl:15])[CH:17]=3)=[N:7][CH:6]=[N:5][C:4]=2[CH:8]=[CH:9]1, predict the reactants needed to synthesize it. The reactants are: Cl[C:2]1[C:3]2[N:10]([CH2:11][CH2:12][CH2:13][Cl:14])[CH:9]=[CH:8][C:4]=2[N:5]=[CH:6][N:7]=1.[Cl:15][C:16]1[CH:17]=[C:18]([CH:20]=[CH:21][C:22]=1[O:23][C:24]1[CH:29]=[CH:28][CH:27]=[C:26]([C:30]([F:33])([F:32])[F:31])[CH:25]=1)[NH2:19]. (9) Given the product [NH2:18][CH2:3][C@@H:2]([OH:1])[CH2:4][N:5]1[CH2:10][CH2:9][N:8]([C:11]([O:13][C:14]([CH3:17])([CH3:16])[CH3:15])=[O:12])[CH2:7][CH2:6]1.[NH2:18][CH2:3][C@H:2]([OH:1])[CH2:4][N:5]1[CH2:10][CH2:9][N:8]([C:11]([O:13][C:14]([CH3:17])([CH3:16])[CH3:15])=[O:12])[CH2:7][CH2:6]1, predict the reactants needed to synthesize it. The reactants are: [O:1]1[CH2:3][C@H:2]1[CH2:4][N:5]1[CH2:10][CH2:9][N:8]([C:11]([O:13][C:14]([CH3:17])([CH3:16])[CH3:15])=[O:12])[CH2:7][CH2:6]1.[NH3:18]. (10) Given the product [Br:9][CH2:1][C:2]1[CH:3]=[CH:4][C:5]([F:8])=[N:6][CH:7]=1, predict the reactants needed to synthesize it. The reactants are: [CH3:1][C:2]1[CH:3]=[CH:4][C:5]([F:8])=[N:6][CH:7]=1.[Br:9]N1C(=O)CCC1=O.C(OOC(=O)C1C=CC=CC=1)(=O)C1C=CC=CC=1.CCCCCC.